This data is from Forward reaction prediction with 1.9M reactions from USPTO patents (1976-2016). The task is: Predict the product of the given reaction. (1) Given the reactants [CH3:1][O:2]C(OC)CNC1C=CC(F)=CC=1.[F:15][C:16]1[CH:29]=[CH:28][C:19]([CH2:20][NH:21][CH2:22][CH:23]([O:26][CH3:27])[O:24][CH3:25])=[CH:18][CH:17]=1.[NH2:30][C:31]1[S:32][C:33]([C:37]([NH:39][CH2:40][C:41]2[CH:42]=[N:43][CH:44]=[CH:45][CH:46]=2)=[O:38])=[C:34]([CH3:36])[N:35]=1, predict the reaction product. The product is: [CH3:27][O:26][CH:23]([O:24][CH3:25])[CH2:22][N:21]([CH2:20][C:19]1[CH:18]=[CH:17][C:16]([F:15])=[CH:29][CH:28]=1)[C:1](=[O:2])[NH:30][C:31]1[S:32][C:33]([C:37]([NH:39][CH2:40][C:41]2[CH:42]=[N:43][CH:44]=[CH:45][CH:46]=2)=[O:38])=[C:34]([CH3:36])[N:35]=1. (2) Given the reactants [O:1]([CH2:8][CH2:9][N:10]1[CH:14]=[CH:13][CH:12]=[C:11]1[CH:15]=O)[C:2]1[CH:7]=[CH:6][CH:5]=[CH:4][CH:3]=1.[H-].[Na+].[OH-:19].[Na+].[CH2:21]1[CH2:25][O:24]CC1, predict the reaction product. The product is: [O:1]([CH2:8][CH2:9][N:10]1[CH:14]=[CH:13][CH:12]=[C:11]1/[CH:15]=[CH:21]/[C:25]([OH:19])=[O:24])[C:2]1[CH:3]=[CH:4][CH:5]=[CH:6][CH:7]=1. (3) Given the reactants [CH2:1]([O:3][C:4]1[CH:5]=[C:6]([C:13]2[O:14][CH:15]=[C:16]([CH2:18][CH:19]([C:24]([C:26]3[C:31]([CH3:32])=[CH:30][CH:29]=[CH:28][N:27]=3)=[O:25])C(OC)=O)[N:17]=2)[CH:7]=[CH:8][C:9]=1[O:10][CH2:11][CH3:12])[CH3:2].C(O)(=O)C.Cl.C(=O)([O-])O.[Na+], predict the reaction product. The product is: [CH2:1]([O:3][C:4]1[CH:5]=[C:6]([C:13]2[O:14][CH:15]=[C:16]([CH2:18][CH2:19][C:24]([C:26]3[C:31]([CH3:32])=[CH:30][CH:29]=[CH:28][N:27]=3)=[O:25])[N:17]=2)[CH:7]=[CH:8][C:9]=1[O:10][CH2:11][CH3:12])[CH3:2]. (4) Given the reactants [Cl:1][C:2]1[CH:3]=[N:4][CH:5]=[C:6]([Cl:31])[C:7]=1[NH:8][C:9]([C:11]1[C:19]2[C:18]3[CH:20]=[C:21]([N+:24]([O-])=O)[CH:22]=[CH:23][C:17]=3[O:16][C:15]=2[C:14]([O:27][CH:28]([F:30])[F:29])=[CH:13][CH:12]=1)=[O:10].[In], predict the reaction product. The product is: [Cl:1][C:2]1[CH:3]=[N:4][CH:5]=[C:6]([Cl:31])[C:7]=1[NH:8][C:9]([C:11]1[C:19]2[C:18]3[CH:20]=[C:21]([NH2:24])[CH:22]=[CH:23][C:17]=3[O:16][C:15]=2[C:14]([O:27][CH:28]([F:29])[F:30])=[CH:13][CH:12]=1)=[O:10]. (5) Given the reactants [CH3:1][C:2]1[N:3]([C:8]2[CH:9]=[C:10]([C:18](OC)=[O:19])[CH:11]=[C:12]([CH:17]=2)[C:13](OC)=[O:14])[C:4]([CH3:7])=[CH:5][CH:6]=1.CC(C[Al]CC(C)C)C, predict the reaction product. The product is: [CH3:1][C:2]1[N:3]([C:8]2[CH:17]=[C:12]([CH2:13][OH:14])[CH:11]=[C:10]([CH2:18][OH:19])[CH:9]=2)[C:4]([CH3:7])=[CH:5][CH:6]=1.